From a dataset of Full USPTO retrosynthesis dataset with 1.9M reactions from patents (1976-2016). Predict the reactants needed to synthesize the given product. (1) Given the product [CH3:42][Sn:43]([CH3:45])([CH3:44])[C:17]1[S:16][C:15]([C:19]2[S:20][C:21]([Sn:43]([CH3:45])([CH3:44])[CH3:42])=[CH:22][C:23]=2[O:24][CH2:25][CH2:26][CH2:27][CH2:28][CH2:29][CH2:30][CH2:31][CH2:32][CH2:33][CH2:34][CH2:35][CH3:36])=[C:14]([O:13][CH2:1][CH2:2][CH2:3][CH2:4][CH2:5][CH2:6][CH2:7][CH2:8][CH2:9][CH2:10][CH2:11][CH3:12])[CH:18]=1, predict the reactants needed to synthesize it. The reactants are: [CH2:1]([O:13][C:14]1[CH:18]=[CH:17][S:16][C:15]=1[C:19]1[S:20][CH:21]=[CH:22][C:23]=1[O:24][CH2:25][CH2:26][CH2:27][CH2:28][CH2:29][CH2:30][CH2:31][CH2:32][CH2:33][CH2:34][CH2:35][CH3:36])[CH2:2][CH2:3][CH2:4][CH2:5][CH2:6][CH2:7][CH2:8][CH2:9][CH2:10][CH2:11][CH3:12].[Li]CCCC.[CH3:42][Sn:43](Cl)([CH3:45])[CH3:44]. (2) Given the product [NH2:37][C:4]1([C:1]([NH2:2])=[O:3])[CH2:5][CH2:6][N:7]([C:10]2[CH:15]=[CH:14][CH:13]=[C:12]([C:16]3[C:24]4[C:19](=[CH:20][N:21]=[C:22]([C:25]5[CH:26]=[N:27][CH:28]=[CH:29][CH:30]=5)[CH:23]=4)[NH:18][N:17]=3)[N:11]=2)[CH2:8][CH2:9]1, predict the reactants needed to synthesize it. The reactants are: [C:1]([C:4]1([NH:37]C(=O)OC(C)(C)C)[CH2:9][CH2:8][N:7]([C:10]2[CH:15]=[CH:14][CH:13]=[C:12]([C:16]3[C:24]4[C:19](=[CH:20][N:21]=[C:22]([C:25]5[CH:26]=[N:27][CH:28]=[CH:29][CH:30]=5)[CH:23]=4)[N:18](C4CCCCO4)[N:17]=3)[N:11]=2)[CH2:6][CH2:5]1)(=[O:3])[NH2:2].Cl. (3) Given the product [Br:11][C:12]1[CH:13]=[C:14]([CH:15]([OH:16])[CH:1]([CH3:3])[CH3:2])[CH:17]=[CH:18][CH:19]=1, predict the reactants needed to synthesize it. The reactants are: [CH:1]([Mg]Cl)([CH3:3])[CH3:2].O1CCCC1.[Br:11][C:12]1[CH:13]=[C:14]([CH:17]=[CH:18][CH:19]=1)[CH:15]=[O:16].Cl. (4) Given the product [Cl:33][C:28]1[CH:27]=[C:26]([CH:31]=[C:30]([Cl:32])[CH:29]=1)[O:25][C:9]1[C:10]([CH2:23][CH3:24])=[N:11][N:12]([CH2:13][CH2:14][NH:15][C:16](=[O:22])[O:17][C:18]([CH3:21])([CH3:20])[CH3:19])[C:8]=1[CH2:7][N:1]1[CH:5]=[CH:4][CH:3]=[N:2]1, predict the reactants needed to synthesize it. The reactants are: [NH:1]1[CH:5]=[CH:4][CH:3]=[N:2]1.Br[CH2:7][C:8]1[N:12]([CH2:13][CH2:14][NH:15][C:16](=[O:22])[O:17][C:18]([CH3:21])([CH3:20])[CH3:19])[N:11]=[C:10]([CH2:23][CH3:24])[C:9]=1[O:25][C:26]1[CH:31]=[C:30]([Cl:32])[CH:29]=[C:28]([Cl:33])[CH:27]=1.[H-].[Na+]. (5) Given the product [CH2:3]([C:5]([S:22][CH2:23][CH2:24][CH2:25][CH2:26]/[CH:27]=[CH:28]\[CH2:29]/[CH:30]=[CH:31]\[CH2:32]/[CH:33]=[CH:34]\[CH2:35]/[CH:36]=[CH:37]\[CH2:38]/[CH:39]=[CH:40]\[CH2:41][CH3:42])([CH2:20][CH3:21])[C:6]([NH:8][C:9]1[CH:10]=[CH:11][C:12]([OH:19])=[C:13]([CH:18]=1)[C:14]([OH:16])=[O:15])=[O:7])[CH3:4], predict the reactants needed to synthesize it. The reactants are: [OH-].[Na+].[CH2:3]([C:5]([S:22][CH2:23][CH2:24][CH2:25][CH2:26]/[CH:27]=[CH:28]\[CH2:29]/[CH:30]=[CH:31]\[CH2:32]/[CH:33]=[CH:34]\[CH2:35]/[CH:36]=[CH:37]\[CH2:38]/[CH:39]=[CH:40]\[CH2:41][CH3:42])([CH2:20][CH3:21])[C:6]([NH:8][C:9]1[CH:10]=[CH:11][C:12]([OH:19])=[C:13]([CH:18]=1)[C:14]([O:16]C)=[O:15])=[O:7])[CH3:4].Cl. (6) Given the product [Cl:7][C:3]1[S:4][CH:5]=[CH:6][C:2]=1[C:13]1[CH:14]=[C:9]([NH2:8])[CH:10]=[CH:11][CH:12]=1, predict the reactants needed to synthesize it. The reactants are: Br[C:2]1[CH:6]=[CH:5][S:4][C:3]=1[Cl:7].[NH2:8][C:9]1[CH:10]=[C:11](B(O)O)[CH:12]=[CH:13][CH:14]=1. (7) Given the product [N+:2]([C:5]1[CH:6]=[CH:7][C:8]([N:11]2[CH2:16][CH2:15][N:14]([C:29]([O:28][C:25]([CH3:27])([CH3:26])[CH3:24])=[O:30])[CH2:13][CH2:12]2)=[CH:9][CH:10]=1)([O-:4])=[O:3], predict the reactants needed to synthesize it. The reactants are: Cl.[N+:2]([C:5]1[CH:10]=[CH:9][C:8]([N:11]2[CH2:16][CH2:15][NH:14][CH2:13][CH2:12]2)=[CH:7][CH:6]=1)([O-:4])=[O:3].CCN(CC)CC.[CH3:24][C:25]([O:28][C:29](O[C:29]([O:28][C:25]([CH3:27])([CH3:26])[CH3:24])=[O:30])=[O:30])([CH3:27])[CH3:26].O. (8) Given the product [CH2:1]([C:3]1[CH:8]=[C:7]([O:9][CH3:10])[C:6]([F:11])=[CH:5][C:4]=1[C:12]1[CH:20]=[C:19]2[C:15]([C:16]([I:23])=[N:17][NH:18]2)=[CH:14][CH:13]=1)[CH3:2], predict the reactants needed to synthesize it. The reactants are: [CH2:1]([C:3]1[CH:8]=[C:7]([O:9][CH3:10])[C:6]([F:11])=[CH:5][C:4]=1[C:12]1[CH:20]=[C:19]2[C:15]([CH:16]=[N:17][NH:18]2)=[CH:14][CH:13]=1)[CH3:2].[OH-].[K+].[I:23]I. (9) Given the product [CH3:1][C:2]1[CH:3]=[CH:4][C:5]([CH2:6][C:7]2[O:11][N:10]=[C:9]([C@H:12]3[CH2:16][CH2:15][C@H:14]([NH:17][C:30]4[N:35]=[CH:34][N:33]=[C:32]5[NH:36][N:37]=[CH:38][C:31]=45)[CH2:13]3)[N:8]=2)=[CH:18][CH:19]=1, predict the reactants needed to synthesize it. The reactants are: [CH3:1][C:2]1[CH:19]=[CH:18][C:5]([CH2:6][C:7]2[O:11][N:10]=[C:9]([C@H:12]3[CH2:16][CH2:15][C@H:14]([NH2:17])[CH2:13]3)[N:8]=2)=[CH:4][CH:3]=1.CCN(C(C)C)C(C)C.Cl[C:30]1[N:35]=[CH:34][N:33]=[C:32]2[N:36](C3CCCCO3)[N:37]=[CH:38][C:31]=12. (10) Given the product [ClH:26].[NH:8]1[CH2:13][CH2:12][CH:11]([NH:14][C:15]2[CH:16]=[CH:17][C:18]([S:21][C:22]([F:24])([F:23])[F:25])=[CH:19][CH:20]=2)[CH2:10][CH2:9]1.[ClH:26], predict the reactants needed to synthesize it. The reactants are: C(OC([N:8]1[CH2:13][CH2:12][CH:11]([NH:14][C:15]2[CH:20]=[CH:19][C:18]([S:21][C:22]([F:25])([F:24])[F:23])=[CH:17][CH:16]=2)[CH2:10][CH2:9]1)=O)(C)(C)C.[Cl:26]CCl.